Dataset: Forward reaction prediction with 1.9M reactions from USPTO patents (1976-2016). Task: Predict the product of the given reaction. Given the reactants Cl.C[N:3](C)[CH2:4][CH2:5][C:6]([C:8]1[CH:13]=[CH:12][C:11]([OH:14])=[CH:10][CH:9]=1)=O.O.[NH2:17]N, predict the reaction product. The product is: [NH:3]1[CH2:4][CH2:5][C:6]([C:8]2[CH:13]=[CH:12][C:11]([OH:14])=[CH:10][CH:9]=2)=[N:17]1.